From a dataset of Forward reaction prediction with 1.9M reactions from USPTO patents (1976-2016). Predict the product of the given reaction. (1) Given the reactants F[C:2](F)(F)[C:3]([OH:5])=[O:4].C(OC([N:15]1[CH2:20][CH2:19][N:18]([C:21]2[C:26]([CH2:27][NH:28][C:29]3[N:33]([C:34]4[CH:39]=[CH:38][CH:37]=[C:36]([Cl:40])[C:35]=4[Cl:41])[N:32]=[N:31][N:30]=3)=[CH:25][CH:24]=[CH:23][N:22]=2)[CH2:17][CH2:16]1)=O)(C)(C)C, predict the reaction product. The product is: [C:3]([OH:5])(=[O:4])[CH3:2].[Cl:41][C:35]1[C:36]([Cl:40])=[CH:37][CH:38]=[CH:39][C:34]=1[N:33]1[C:29]([NH:28][CH2:27][C:26]2[C:21]([N:18]3[CH2:19][CH2:20][NH:15][CH2:16][CH2:17]3)=[N:22][CH:23]=[CH:24][CH:25]=2)=[N:30][N:31]=[N:32]1. (2) The product is: [CH2:43]([O:50][CH2:18][CH2:17][N:16]([C@H:27]1[CH2:28][CH2:29][C@H:30]([O:35][CH3:34])[CH2:31][CH2:32]1)[C:14](=[O:15])[NH:13][C:11]1[S:12][C:8]([S:7][CH2:2][C:3]([OH:5])=[O:4])=[CH:9][N:10]=1)[C:44]1[CH:49]=[CH:48][CH:47]=[CH:46][CH:45]=1. Given the reactants C[C:2]([S:7][C:8]1[S:12][C:11]([NH:13][C:14]([N:16]([C@H:27]2[CH2:32][CH2:31][C@H:30](C)[CH2:29][CH2:28]2)[CH2:17][CH2:18]CCC2C=CC=CC=2)=[O:15])=[N:10][CH:9]=1)(C)[C:3]([OH:5])=[O:4].[CH3:34][O:35][C@H]1CC[C@H](N)CC1.[CH2:43]([O:50]CCO)[C:44]1[CH:49]=[CH:48][CH:47]=[CH:46][CH:45]=1, predict the reaction product. (3) The product is: [Cl:23][C:24]1[CH:25]=[CH:26][C:27]([O:47][CH2:48][CH:49]([CH3:51])[CH3:50])=[C:28]([CH2:30][C:31]2[O:35][C:34]([C:36]3[NH:40][C:39]4[CH:41]=[CH:42][C:43]([CH:45]=[O:46])=[CH:44][C:38]=4[N:37]=3)=[CH:33][CH:32]=2)[CH:29]=1. Given the reactants CC(OI1(OC(C)=O)(OC(C)=O)OC(=O)C2C=CC=CC1=2)=O.[Cl:23][C:24]1[CH:25]=[CH:26][C:27]([O:47][CH2:48][CH:49]([CH3:51])[CH3:50])=[C:28]([CH2:30][C:31]2[O:35][C:34]([C:36]3[NH:40][C:39]4[CH:41]=[CH:42][C:43]([CH2:45][OH:46])=[CH:44][C:38]=4[N:37]=3)=[CH:33][CH:32]=2)[CH:29]=1, predict the reaction product. (4) Given the reactants [CH2:1]([OH:13])[CH2:2][O:3][CH2:4][CH2:5][O:6][CH2:7][CH2:8][O:9][CH2:10][CH2:11][OH:12].[Na].[C:15]([O:19][C:20]([CH3:23])([CH3:22])[CH3:21])(=[O:18])[CH:16]=[CH2:17].Cl, predict the reaction product. The product is: [C:20]([O:19][C:15](=[O:18])[CH2:16][CH2:17][O:12][CH2:11][CH2:10][O:9][CH2:8][CH2:7][O:6][CH2:5][CH2:4][O:3][CH2:2][CH2:1][OH:13])([CH3:23])([CH3:22])[CH3:21]. (5) Given the reactants [CH:1]1([N:5]2[CH:9]=[CH:8][CH:7]=[N:6]2)[CH2:4][CH2:3][CH2:2]1.[Li]CCCC.[CH3:15][C:16]1([CH3:27])[C:20]([CH3:22])([CH3:21])[O:19][B:18](OC(C)C)[O:17]1, predict the reaction product. The product is: [CH:1]1([N:5]2[C:9]([B:18]3[O:19][C:20]([CH3:22])([CH3:21])[C:16]([CH3:27])([CH3:15])[O:17]3)=[CH:8][CH:7]=[N:6]2)[CH2:4][CH2:3][CH2:2]1. (6) Given the reactants [C:1]12([NH2:11])[CH2:10][CH:5]3[CH2:6][CH:7]([CH2:9][CH:3]([CH2:4]3)[CH2:2]1)[CH2:8]2.[NH:12]1[C:16]2[CH:17]=[CH:18][CH:19]=[CH:20][C:15]=2[N:14]=[C:13]1[CH:21]=O, predict the reaction product. The product is: [C:1]12([NH:11][CH2:21][C:13]3[NH:14][C:15]4[CH:20]=[CH:19][CH:18]=[CH:17][C:16]=4[N:12]=3)[CH2:8][CH:7]3[CH2:6][CH:5]([CH2:4][CH:3]([CH2:9]3)[CH2:2]1)[CH2:10]2. (7) Given the reactants [CH2:1]([CH:3]([CH2:9][C:10]1[CH:15]=[CH:14][C:13]([O:16][CH3:17])=[C:12]([CH2:18][NH:19][CH2:20][C:21]2[CH:26]=[CH:25][C:24]([C:27]([F:30])([F:29])[F:28])=[CH:23][CH:22]=2)[CH:11]=1)[C:4]([O:6]CC)=[O:5])[CH3:2].[OH-].[Na+].[ClH:33], predict the reaction product. The product is: [ClH:33].[CH2:1]([CH:3]([CH2:9][C:10]1[CH:15]=[CH:14][C:13]([O:16][CH3:17])=[C:12]([CH2:18][NH:19][CH2:20][C:21]2[CH:22]=[CH:23][C:24]([C:27]([F:28])([F:29])[F:30])=[CH:25][CH:26]=2)[CH:11]=1)[C:4]([OH:6])=[O:5])[CH3:2].